Dataset: Full USPTO retrosynthesis dataset with 1.9M reactions from patents (1976-2016). Task: Predict the reactants needed to synthesize the given product. (1) Given the product [CH2:1]([O:8][C:9]1[CH:10]=[CH:11][C:12]([C@@H:20]([O:34][Si:35]([C:38]([CH3:41])([CH3:40])[CH3:39])([CH3:37])[CH3:36])[CH2:21][N:22]([CH2:23][C:24]2[CH:33]=[CH:32][C:27]([C:28]([O:30][CH3:31])=[O:29])=[CH:26][CH:25]=2)[C:42]([O:44][C:45]([CH3:48])([CH3:47])[CH3:46])=[O:43])=[C:13]2[C:18]=1[NH:17][C:16](=[O:19])[CH:15]=[CH:14]2)[C:2]1[CH:3]=[CH:4][CH:5]=[CH:6][CH:7]=1, predict the reactants needed to synthesize it. The reactants are: [CH2:1]([O:8][C:9]1[CH:10]=[CH:11][C:12]([C@@H:20]([O:34][Si:35]([C:38]([CH3:41])([CH3:40])[CH3:39])([CH3:37])[CH3:36])[CH2:21][NH:22][CH2:23][C:24]2[CH:33]=[CH:32][C:27]([C:28]([O:30][CH3:31])=[O:29])=[CH:26][CH:25]=2)=[C:13]2[C:18]=1[NH:17][C:16](=[O:19])[CH:15]=[CH:14]2)[C:2]1[CH:7]=[CH:6][CH:5]=[CH:4][CH:3]=1.[C:42](O[C:42]([O:44][C:45]([CH3:48])([CH3:47])[CH3:46])=[O:43])([O:44][C:45]([CH3:48])([CH3:47])[CH3:46])=[O:43]. (2) Given the product [CH3:38][CH2:37][N:36]=[C:35]=[N:34][CH2:33][CH2:32][CH2:31][N:30]([CH3:39])[CH3:29], predict the reactants needed to synthesize it. The reactants are: O.ON1C2C=CC=CC=2N=N1.CCN(C(C)C)C(C)C.CN1CCOCC1.Cl.[CH3:29][N:30]([CH3:39])[CH2:31][CH2:32][CH2:33][N:34]=[C:35]=[N:36][CH2:37][CH3:38]. (3) The reactants are: Cl.Cl.[NH2:3][C@H:4]1[CH2:8][CH2:7][N:6]([C@H:9]([C:15]([N:17]2[CH2:22][CH2:21][O:20][CH2:19][CH2:18]2)=[O:16])[CH2:10][CH2:11][N:12]([CH3:14])[CH3:13])[C:5]1=[O:23].CCN(C(C)C)C(C)C.[Cl:33][C:34]1[S:38][C:37]([CH2:39][CH2:40][S:41](Cl)(=[O:43])=[O:42])=[CH:36][CH:35]=1. Given the product [Cl:33][C:34]1[S:38][C:37]([CH2:39][CH2:40][S:41]([NH:3][C@H:4]2[CH2:8][CH2:7][N:6]([C@H:9]([C:15]([N:17]3[CH2:22][CH2:21][O:20][CH2:19][CH2:18]3)=[O:16])[CH2:10][CH2:11][N:12]([CH3:14])[CH3:13])[C:5]2=[O:23])(=[O:43])=[O:42])=[CH:36][CH:35]=1, predict the reactants needed to synthesize it.